Task: Predict the reaction yield, written as a fraction of the theoretical maximum amount of product (1.0 means a 100% yield; for example, 0.34 means a 34% yield).. Dataset: Reaction yield outcomes from USPTO patents with 853,638 reactions (1) The reactants are [S:1](Cl)([C:4]1[CH:10]=[CH:9][C:7]([CH3:8])=[CH:6][CH:5]=1)(=[O:3])=[O:2].[N+:12]([C:15]1[CH:20]=[CH:19][CH:18]=[CH:17][C:16]=1[CH:21]([OH:25])[CH2:22][CH2:23][OH:24])([O-:14])=[O:13].C(N(CC)CC)C. The catalyst is ClCCl. The product is [C:7]1([CH3:8])[CH:9]=[CH:10][C:4]([S:1]([O:24][CH2:23][CH2:22][CH:21]([C:16]2[CH:17]=[CH:18][CH:19]=[CH:20][C:15]=2[N+:12]([O-:14])=[O:13])[OH:25])(=[O:3])=[O:2])=[CH:5][CH:6]=1. The yield is 0.520. (2) The reactants are C[N:2](/[CH:4]=[N:5]\[C:6](=O)[C:7]1[CH:12]=[C:11]([CH3:13])[C:10]([C:14]2[CH:15]=[N:16][C:17]3[NH:22][CH2:21][C:20](=[O:23])[N:19]([CH2:24][C@H:25]4[CH2:30][CH2:29][C@H:28]([O:31][CH3:32])[CH2:27][CH2:26]4)[C:18]=3[N:33]=2)=[CH:9][N:8]=1)C.C(O)(=O)C.[NH2:39]N. The catalyst is O. The product is [CH3:32][O:31][C@H:28]1[CH2:29][CH2:30][C@H:25]([CH2:24][N:19]2[C:18]3=[N:33][C:14]([C:10]4[CH:9]=[N:8][C:7]([C:6]5[N:5]=[CH:4][NH:2][N:39]=5)=[CH:12][C:11]=4[CH3:13])=[CH:15][N:16]=[C:17]3[NH:22][CH2:21][C:20]2=[O:23])[CH2:26][CH2:27]1. The yield is 0.110. (3) The reactants are [Br:1][C:2]1[CH:11]=[C:10]2[C:5]([C:6]([C:15]3[CH:20]=[C:19]([O:21][CH3:22])[C:18]([O:23][CH3:24])=[C:17]([Br:25])[CH:16]=3)=[C:7]([C:13]#[N:14])[C:8](=[NH:12])[O:9]2)=[CH:4][CH:3]=1.C(ON=O)(C)(C)C.NC1C=C2C(C(C3C=C(OC)C(OC)=C(Br)C=3)=C(C#N)C(=N)O2)=CC=1. The catalyst is C(#N)C.CCOC(C)=O. The product is [NH2:12][C:8]1[O:9][C:10]2[C:5]([CH:6]([C:15]3[CH:20]=[C:19]([O:21][CH3:22])[C:18]([O:23][CH3:24])=[C:17]([Br:25])[CH:16]=3)[C:7]=1[C:13]#[N:14])=[CH:4][CH:3]=[C:2]([Br:1])[CH:11]=2. The yield is 0.430. (4) The catalyst is O.CO.C(#N)C. The yield is 0.590. The reactants are Br[CH2:2][C:3]1[C:4]2[CH:15]=[CH:14][CH:13]=[CH:12][C:5]=2[S:6][C:7]=1[C:8]([O:10]C)=[O:9].[Br:16][C:17]1[C:18]([CH3:24])=[C:19]([CH:21]=[CH:22][CH:23]=1)[NH2:20].C(=O)([O-])[O-].[Cs+].[Cs+].O.[OH-].[Li+]. The product is [Br:16][C:17]1[C:18]([CH3:24])=[C:19]([NH:20][CH2:2][C:3]2[C:4]3[CH:15]=[CH:14][CH:13]=[CH:12][C:5]=3[S:6][C:7]=2[C:8]([OH:10])=[O:9])[CH:21]=[CH:22][CH:23]=1. (5) The reactants are [CH3:1][O:2][C:3]1[CH:8]=[CH:7][C:6]([CH2:9][NH2:10])=[CH:5][CH:4]=1.C(O)(=O)C.[F:15][C:16]1[CH:17]=[C:18]([CH:21]=[CH:22][C:23]=1[F:24])[CH:19]=O.C([BH3-])#N. The catalyst is ClCCl. The product is [F:15][C:16]1[CH:17]=[C:18]([CH:21]=[CH:22][C:23]=1[F:24])[CH2:19][NH:10][CH2:9][C:6]1[CH:7]=[CH:8][C:3]([O:2][CH3:1])=[CH:4][CH:5]=1. The yield is 0.800. (6) The reactants are [Cl:1][C:2]1[CH:3]=[C:4]([NH:8][C:9]([N:11]2[CH2:16][CH2:15][C:14]3[NH:17][N:18]=[C:19](OS(C(F)(F)F)(=O)=O)[C:13]=3[CH2:12]2)=[O:10])[CH:5]=[CH:6][CH:7]=1.[CH3:28][O:29][C:30]1[CH:31]=[C:32](B(O)O)[CH:33]=[CH:34][CH:35]=1.[O-]P([O-])([O-])=O.[K+].[K+].[K+]. The catalyst is O1CCOCC1.C1C=CC(P(C2C=CC=CC=2)[C-]2C=CC=C2)=CC=1.C1C=CC(P(C2C=CC=CC=2)[C-]2C=CC=C2)=CC=1.Cl[Pd]Cl.[Fe+2].C1C=CC(P(C2C=CC=CC=2)[C-]2C=CC=C2)=CC=1.C1C=CC(P(C2C=CC=CC=2)[C-]2C=CC=C2)=CC=1.[Fe+2]. The product is [Cl:1][C:2]1[CH:3]=[C:4]([NH:8][C:9]([N:11]2[CH2:16][CH2:15][C:14]3[NH:17][N:18]=[C:19]([C:34]4[CH:33]=[CH:32][CH:31]=[C:30]([O:29][CH3:28])[CH:35]=4)[C:13]=3[CH2:12]2)=[O:10])[CH:5]=[CH:6][CH:7]=1. The yield is 0.190. (7) The reactants are [CH3:1][CH2:2][CH2:3][CH2:4][CH2:5][C@H:6]1O[C@H:7]1[CH2:9]/[CH:10]=[CH:11]\CCCCCCCC(O)=O.C(O)CCCCCCCCCO.O. The catalyst is C1(C)C=CC=CC=1. The product is [CH3:1][CH2:2][CH2:3][CH2:4][CH2:5][CH2:6][CH2:7][CH2:9][CH2:10][CH3:11]. The yield is 0.857. (8) The reactants are [H-].[H-].[H-].[H-].[Li+].[Al+3].[CH:7]([C:10]1[CH:15]=[CH:14][CH:13]=[C:12]([CH:16]([CH3:18])[CH3:17])[C:11]=1/[N:19]=[C:20](/[C:22]1[CH:27]=[C:26]([CH3:28])[CH:25]=[C:24]([C:29]2[CH:34]=[CH:33][CH:32]=[CH:31][C:30]=2[O:35][CH3:36])[C:23]=1[OH:37])\[CH3:21])([CH3:9])[CH3:8].[O-]S([O-])(=O)=O.[Na+].[Na+]. The catalyst is C1COCC1. The product is [CH:16]([C:12]1[CH:13]=[CH:14][CH:15]=[C:10]([CH:7]([CH3:9])[CH3:8])[C:11]=1[NH:19][CH:20]([C:22]1[CH:27]=[C:26]([CH3:28])[CH:25]=[C:24]([C:29]2[CH:34]=[CH:33][CH:32]=[CH:31][C:30]=2[O:35][CH3:36])[C:23]=1[OH:37])[CH3:21])([CH3:17])[CH3:18]. The yield is 0.820.